This data is from Catalyst prediction with 721,799 reactions and 888 catalyst types from USPTO. The task is: Predict which catalyst facilitates the given reaction. (1) Reactant: [C:1]([O:5][C:6](=[O:14])[NH:7][CH:8]1[CH2:12][CH2:11][C:10](=[O:13])[CH2:9]1)([CH3:4])([CH3:3])[CH3:2].[CH3:15][Mg]Br. Product: [C:1]([O:5][C:6](=[O:14])[NH:7][CH:8]1[CH2:12][CH2:11][C:10]([OH:13])([CH3:15])[CH2:9]1)([CH3:4])([CH3:2])[CH3:3]. The catalyst class is: 1. (2) Reactant: [C:1]([NH:4][C@H:5]([CH2:10][C:11]1[CH:16]=[CH:15][C:14]([O:17][CH2:18][CH:19]=[CH2:20])=[CH:13][CH:12]=1)[C:6]([O:8]C)=[O:7])(=[O:3])[CH3:2].O.[OH-].[Li+]. Product: [C:1]([NH:4][C@H:5]([CH2:10][C:11]1[CH:16]=[CH:15][C:14]([O:17][CH2:18][CH:19]=[CH2:20])=[CH:13][CH:12]=1)[C:6]([OH:8])=[O:7])(=[O:3])[CH3:2]. The catalyst class is: 731. (3) Reactant: [CH2:1]([O:8][C:9]1[CH:14]=[CH:13][C:12]([N:15]=[C:16]=[O:17])=[CH:11][CH:10]=1)[C:2]1[CH:7]=[CH:6][CH:5]=[CH:4][CH:3]=1.[NH2:18][CH2:19][CH2:20][NH:21][C:22](=[O:28])[O:23][C:24]([CH3:27])([CH3:26])[CH3:25]. The catalyst class is: 2. Product: [CH2:1]([O:8][C:9]1[CH:14]=[CH:13][C:12]([NH:15][C:16](=[O:17])[NH:18][CH2:19][CH2:20][NH:21][C:22](=[O:28])[O:23][C:24]([CH3:26])([CH3:25])[CH3:27])=[CH:11][CH:10]=1)[C:2]1[CH:3]=[CH:4][CH:5]=[CH:6][CH:7]=1. (4) Reactant: Br[C:2]1[CH:7]=[CH:6][CH:5]=[CH:4][C:3]=1[CH:8]([C:10]1[CH:15]=[CH:14][CH:13]=[CH:12][CH:11]=1)[OH:9].[Li]CCCC.[SiH:21](Cl)([CH:25]([CH3:27])[CH3:26])[CH:22]([CH3:24])[CH3:23]. Product: [CH:22]([Si:21]1([CH:25]([CH3:27])[CH3:26])[C:2]2[CH:7]=[CH:6][CH:5]=[CH:4][C:3]=2[CH:8]([C:10]2[CH:15]=[CH:14][CH:13]=[CH:12][CH:11]=2)[O:9]1)([CH3:24])[CH3:23]. The catalyst class is: 1. (5) Reactant: [CH3:1][C:2]1[CH:3]=[C:4]([C:8]([N:10]=[C:11]=[S:12])=[O:9])[CH:5]=[CH:6][CH:7]=1.[CH3:13][O:14][C:15]1[CH:16]=[C:17]2[C:22](=[CH:23][C:24]=1[O:25][CH3:26])[N:21]=[CH:20][CH:19]=[C:18]2[O:27][C:28]1[CH:34]=[CH:33][C:31]([NH2:32])=[CH:30][C:29]=1[CH3:35].C1(C)C=CC=CC=1. Product: [CH3:13][O:14][C:15]1[CH:16]=[C:17]2[C:22](=[CH:23][C:24]=1[O:25][CH3:26])[N:21]=[CH:20][CH:19]=[C:18]2[O:27][C:28]1[CH:34]=[CH:33][C:31]([NH:32][C:11]([NH:10][C:8](=[O:9])[C:4]2[CH:5]=[CH:6][CH:7]=[C:2]([CH3:1])[CH:3]=2)=[S:12])=[CH:30][C:29]=1[CH3:35]. The catalyst class is: 8. (6) Reactant: [Cl:1][C:2]1[CH:30]=[C:29]([Cl:31])[CH:28]=[CH:27][C:3]=1[CH2:4][N:5]1[C:9]2[CH:10]=[C:11]([O:15][CH2:16][CH2:17][CH2:18][C:19]([O:21]CC)=[O:20])[CH:12]=[C:13]([CH3:14])[C:8]=2[N:7]=[C:6]1[S:24][CH2:25][CH3:26].[OH-].[Na+].Cl. Product: [Cl:1][C:2]1[CH:30]=[C:29]([Cl:31])[CH:28]=[CH:27][C:3]=1[CH2:4][N:5]1[C:9]2[CH:10]=[C:11]([O:15][CH2:16][CH2:17][CH2:18][C:19]([OH:21])=[O:20])[CH:12]=[C:13]([CH3:14])[C:8]=2[N:7]=[C:6]1[S:24][CH2:25][CH3:26]. The catalyst class is: 14. (7) Reactant: [F:1][C:2]([F:19])([F:18])[C:3]1[C:4]2[CH:16]3[CH2:17][CH:15]3[CH2:14][C:5]=2[N:6]([CH2:8][C:9]([O:11]CC)=[O:10])[N:7]=1.[Li+].[OH-]. Product: [F:19][C:2]([F:1])([F:18])[C:3]1[C:4]2[CH:16]3[CH2:17][CH:15]3[CH2:14][C:5]=2[N:6]([CH2:8][C:9]([OH:11])=[O:10])[N:7]=1. The catalyst class is: 87. (8) Reactant: [CH:1]1([CH:7]([CH:19]2[CH2:24][CH2:23][CH2:22][CH2:21][CH2:20]2)[C:8]([NH:10][C@@H:11]2[C@H:18]3[C@H:14]([CH2:15][NH:16][CH2:17]3)[CH2:13][CH2:12]2)=[O:9])[CH2:6][CH2:5][CH2:4][CH2:3][CH2:2]1.C(N(CC)CC)C.[F:32][C:33]([F:45])([F:44])[C:34]1[CH:35]=[C:36]([S:40](Cl)(=[O:42])=[O:41])[CH:37]=[CH:38][CH:39]=1. Product: [CH:19]1([CH:7]([CH:1]2[CH2:2][CH2:3][CH2:4][CH2:5][CH2:6]2)[C:8]([NH:10][C@@H:11]2[C@H:18]3[C@H:14]([CH2:15][N:16]([S:40]([C:36]4[CH:37]=[CH:38][CH:39]=[C:34]([C:33]([F:32])([F:44])[F:45])[CH:35]=4)(=[O:42])=[O:41])[CH2:17]3)[CH2:13][CH2:12]2)=[O:9])[CH2:24][CH2:23][CH2:22][CH2:21][CH2:20]1. The catalyst class is: 4.